From a dataset of Forward reaction prediction with 1.9M reactions from USPTO patents (1976-2016). Predict the product of the given reaction. (1) The product is: [CH2:10]([C:8]1[CH:7]=[CH:6][C:3]([C:4]#[N:5])=[C:2]([O:12][C:13]2[CH:20]=[CH:19][CH:18]=[C:15]([CH:16]=[O:17])[C:14]=2[O:21][CH3:22])[N:9]=1)[CH3:11]. Given the reactants Cl[C:2]1[N:9]=[C:8]([CH2:10][CH3:11])[CH:7]=[CH:6][C:3]=1[C:4]#[N:5].[OH:12][C:13]1[C:14]([O:21][CH3:22])=[C:15]([CH:18]=[CH:19][CH:20]=1)[CH:16]=[O:17].[F-].[K+].[OH-].[Na+], predict the reaction product. (2) Given the reactants C=C[C:3]1[CH:8]=[CH:7][CH:6]=[CH:5]C=1.[NH2-].[Li+].[CH3:11][O:12][C:13]([CH3:19])([O:15]CC#C)[CH3:14].BrCC, predict the reaction product. The product is: [CH3:11][O:12][C:13]([CH3:19])([O:15][CH2:5][C:6]#[C:7][CH2:8][CH3:3])[CH3:14]. (3) The product is: [F:1][C:2]1[CH:9]=[CH:8][CH:7]=[C:6]([F:10])[C:3]=1[C:4]1[N:21]=[N:22][NH:11][C:14]=1[C:15]#[N:16]. Given the reactants [F:1][C:2]1[CH:9]=[CH:8][CH:7]=[C:6]([F:10])[C:3]=1[CH:4]=O.[N+:11]([CH2:14][C:15]#[N:16])([O-])=O.[Si]([N:21]=[N+:22]=[N-])(C)(C)C.[F-], predict the reaction product. (4) Given the reactants C(N(CC)CC)C.CS(Cl)(=O)=O.[CH2:13]([O:15][C:16]([C:18]1[CH2:22][C:21]([C:24]2[CH:29]=[CH:28][C:27]([NH:30][C:31]([O:33][C:34]([CH3:37])([CH3:36])[CH3:35])=[O:32])=[CH:26][N:25]=2)(O)[N:20]([C:38]2[CH:39]=[N:40][CH:41]=[CH:42][CH:43]=2)[N:19]=1)=[O:17])[CH3:14], predict the reaction product. The product is: [CH2:13]([O:15][C:16]([C:18]1[CH:22]=[C:21]([C:24]2[CH:29]=[CH:28][C:27]([NH:30][C:31]([O:33][C:34]([CH3:37])([CH3:35])[CH3:36])=[O:32])=[CH:26][N:25]=2)[N:20]([C:38]2[CH:39]=[N:40][CH:41]=[CH:42][CH:43]=2)[N:19]=1)=[O:17])[CH3:14]. (5) Given the reactants [CH2:1]([N:8]1[CH:16]=[C:15]2[C:10]([CH:11]=[C:12]([C:17]3[CH:18]=[C:19]([CH:27]4[CH2:31][CH2:30][NH:29][CH2:28]4)[N:20]4[C:25]=3[C:24]([NH2:26])=[N:23][CH:22]=[N:21]4)[CH:13]=[CH:14]2)=[N:9]1)[C:2]1[CH:7]=[CH:6][CH:5]=[CH:4][CH:3]=1.Cl.[CH3:33][N:34]([CH3:40])[CH2:35][CH2:36][C:37](O)=[O:38], predict the reaction product. The product is: [CH2:1]([N:8]1[CH:16]=[C:15]2[C:10]([CH:11]=[C:12]([C:17]3[CH:18]=[C:19]([CH:27]4[CH2:31][CH2:30][N:29]([C:37](=[O:38])[CH2:36][CH2:35][N:34]([CH3:40])[CH3:33])[CH2:28]4)[N:20]4[C:25]=3[C:24]([NH2:26])=[N:23][CH:22]=[N:21]4)[CH:13]=[CH:14]2)=[N:9]1)[C:2]1[CH:3]=[CH:4][CH:5]=[CH:6][CH:7]=1. (6) Given the reactants Cl.[NH2:2][C@@H:3]([CH3:44])[C:4]([NH:6][C@@H:7]([C:40]([CH3:43])([CH3:42])[CH3:41])[C:8]([N:10]1[CH2:14][CH2:13][CH2:12][C@H:11]1[C:15]([NH:17][C:18]1[CH:19]=[C:20]2[C:25](=[CH:26][C:27]=1[O:28][CH3:29])[N:24]=[CH:23][N:22]=[C:21]2[NH:30][C:31]1[CH:36]=[CH:35][C:34]([F:37])=[C:33]([Cl:38])[C:32]=1[F:39])=[O:16])=[O:9])=[O:5].C([O-])(O)=O.[Na+].O.[C:51](Cl)(=[O:54])[CH:52]=[CH2:53], predict the reaction product. The product is: [ClH:38].[C:51]([NH:2][C@@H:3]([CH3:44])[C:4]([NH:6][C@@H:7]([C:40]([CH3:43])([CH3:42])[CH3:41])[C:8]([N:10]1[CH2:14][CH2:13][CH2:12][C@H:11]1[C:15]([NH:17][C:18]1[CH:19]=[C:20]2[C:25](=[CH:26][C:27]=1[O:28][CH3:29])[N:24]=[CH:23][N:22]=[C:21]2[NH:30][C:31]1[CH:36]=[CH:35][C:34]([F:37])=[C:33]([Cl:38])[C:32]=1[F:39])=[O:16])=[O:9])=[O:5])(=[O:54])[CH:52]=[CH2:53]. (7) Given the reactants [N+:1]([C:4]1[CH:9]=[CH:8][CH:7]=[CH:6][C:5]=1[S:10](Cl)(=[O:12])=[O:11])([O-:3])=[O:2].[NH2:14][C:15]1[CH:20]=[CH:19][C:18]([C@@H:21]2[CH2:23][C@H:22]2[C:24]([O:26][CH3:27])=[O:25])=[CH:17][CH:16]=1, predict the reaction product. The product is: [N+:1]([C:4]1[CH:9]=[CH:8][CH:7]=[CH:6][C:5]=1[S:10]([NH:14][C:15]1[CH:16]=[CH:17][C:18]([C@@H:21]2[CH2:23][C@H:22]2[C:24]([O:26][CH3:27])=[O:25])=[CH:19][CH:20]=1)(=[O:12])=[O:11])([O-:3])=[O:2]. (8) The product is: [C:31]([OH:37])([C:33]([F:36])([F:35])[F:34])=[O:32].[NH:7]1[C:11]2=[N:12][CH:13]=[CH:14][C:15]([C:16]3[N:20]=[C:19]([C:21]4[CH:22]=[C:23]([CH:26]=[CH:27][CH:28]=4)[C:24]#[N:25])[O:18][N:17]=3)=[C:10]2[CH:9]=[CH:8]1. Given the reactants C[Si](C)(C)CCOC[N:7]1[C:11]2=[N:12][CH:13]=[CH:14][C:15]([C:16]3[N:20]=[C:19]([C:21]4[CH:22]=[C:23]([CH:26]=[CH:27][CH:28]=4)[C:24]#[N:25])[O:18][N:17]=3)=[C:10]2[CH:9]=[CH:8]1.[C:31]([OH:37])([C:33]([F:36])([F:35])[F:34])=[O:32].CO, predict the reaction product. (9) Given the reactants C(N(CC)[C:4]1[CH2:10][CH:9]=[C:8]([C:11]2[CH:16]=[CH:15][CH:14]=[CH:13][CH:12]=2)[CH:7]=[CH:6][N:5]=1)C.[OH2:19], predict the reaction product. The product is: [C:11]1([C:8]2[CH:7]=[CH:6][NH:5][C:4](=[O:19])[CH2:10][CH:9]=2)[CH:16]=[CH:15][CH:14]=[CH:13][CH:12]=1.